Dataset: Forward reaction prediction with 1.9M reactions from USPTO patents (1976-2016). Task: Predict the product of the given reaction. (1) Given the reactants [H-].[Na+].[Br:3][C:4]1[CH:5]=[C:6]([NH:10][C:11](=[O:20])[C:12]2[CH:17]=[CH:16][C:15]([F:18])=[CH:14][C:13]=2[F:19])[CH:7]=[N:8][CH:9]=1.[CH3:21]I, predict the reaction product. The product is: [Br:3][C:4]1[CH:5]=[C:6]([N:10]([CH3:21])[C:11](=[O:20])[C:12]2[CH:17]=[CH:16][C:15]([F:18])=[CH:14][C:13]=2[F:19])[CH:7]=[N:8][CH:9]=1. (2) Given the reactants [OH:1][C:2]1[CH:11]=[C:10]2[C:5]([CH:6]=[CH:7][CH:8]=[N:9]2)=[CH:4][CH:3]=1.[CH2:12]1[CH2:18][S:15](=[O:17])(=[O:16])[O:14][CH2:13]1.OC1C=CC=C2C=1[N+](=CCCS([O-])(=O)=O)CC=C2, predict the reaction product. The product is: [OH:1][C:2]1[CH:11]=[C:10]2[C:5]([CH:6]=[CH:7][CH2:8][N+:9]2=[CH:13][CH2:12][CH2:18][S:15]([O-:17])(=[O:16])=[O:14])=[CH:4][CH:3]=1. (3) The product is: [CH3:35][C@@:12]12[C@H:13]3[CH2:14][CH2:15][C@:16]4([CH3:34])[C@@H:17]([C:27]5[CH:33]=[CH:32][C:30](=[O:31])[O:29][CH:28]=5)[CH2:18][CH2:19][C@:20]4([OH:26])[C@@H:21]3[CH2:22][CH2:23][C:24]1=[CH:25][C@@H:9]([OH:8])[CH2:10][CH2:11]2. Given the reactants C[C@@H]1O[C@@H]([O:8][C@@H:9]2[CH:25]=[C:24]3[C@@:12]([CH3:35])([C@@H:13]4[C@@H:21]([CH2:22][CH2:23]3)[C@:20]3([OH:26])[C@@:16]([CH3:34])([C@@H:17]([C:27]5[CH:33]=[CH:32][C:30](=[O:31])[O:29][CH:28]=5)[CH2:18][CH2:19]3)[CH2:15][CH2:14]4)[CH2:11][CH2:10]2)[C@H](O)[C@H](O)[C@H]1O, predict the reaction product.